This data is from Full USPTO retrosynthesis dataset with 1.9M reactions from patents (1976-2016). The task is: Predict the reactants needed to synthesize the given product. (1) Given the product [C:25]([O:28][C:29]1[CH:30]=[C:31]([CH:32]=[CH:33][C:34]([NH:2][C@H:3]([C:14]([O:16][CH3:17])=[O:15])[CH2:4][C:5]2[C:13]3[C:8](=[CH:9][CH:10]=[CH:11][CH:12]=3)[NH:7][CH:6]=2)=[O:35])[CH:37]=[CH:38][CH:39]=1)(=[O:27])[CH3:26], predict the reactants needed to synthesize it. The reactants are: Cl.[NH2:2][C@H:3]([C:14]([O:16][CH3:17])=[O:15])[CH2:4][C:5]1[C:13]2[C:8](=[CH:9][CH:10]=[CH:11][CH:12]=2)[NH:7][CH:6]=1.C(N(CC)CC)C.[C:25]([O:28][C:29]1[CH:30]=[C:31]([CH:37]=[CH:38][CH:39]=1)[CH:32]=[CH:33][C:34](O)=[O:35])(=[O:27])[CH3:26].CCN=C=NCCCN(C)C.Cl. (2) Given the product [F:17][C:14]1[CH:13]=[CH:12][C:11]([CH:10]2[CH:9]([C:18]3[CH:23]=[CH:22][CH:21]=[C:20]([C:24]([F:26])([F:25])[F:27])[CH:19]=3)[O:8][C:7](=[O:28])[N:6]2[CH2:5][C:4]2[O:3][CH:1]=[CH:2][N:36]=2)=[CH:16][CH:15]=1, predict the reactants needed to synthesize it. The reactants are: [CH2:1]([O:3][C:4](=O)[CH2:5][N:6]1[CH:10]([C:11]2[CH:16]=[CH:15][C:14]([F:17])=[CH:13][CH:12]=2)[CH:9]([C:18]2[CH:23]=[CH:22][CH:21]=[C:20]([C:24]([F:27])([F:26])[F:25])[CH:19]=2)[O:8][C:7]1=[O:28])[CH3:2].ClCC1OC=C[N:36]=1. (3) The reactants are: [F:1][C:2]([C:5]1[CH:18]=[CH:17][C:8](/[CH:9]=[N:10]/[S@@:11]([C:13]([CH3:16])([CH3:15])[CH3:14])=[O:12])=[C:7]([F:19])[CH:6]=1)([F:4])[CH3:3].[CH3:20][Mg]Br. Given the product [F:1][C:2]([C:5]1[CH:18]=[CH:17][C:8]([C@@H:9]([NH:10][S:11]([C:13]([CH3:14])([CH3:15])[CH3:16])=[O:12])[CH3:20])=[C:7]([F:19])[CH:6]=1)([F:4])[CH3:3], predict the reactants needed to synthesize it. (4) Given the product [Cl:1][C:2]1[CH:3]=[CH:4][C:5]([S:8]([CH:11]2[CH2:16][CH2:15][N:14]([C:18]3[C:27]4[C:22](=[CH:23][CH:24]=[CH:25][CH:26]=4)[CH:21]=[CH:20][N:19]=3)[CH2:13][CH2:12]2)(=[O:9])=[O:10])=[CH:6][CH:7]=1, predict the reactants needed to synthesize it. The reactants are: [Cl:1][C:2]1[CH:7]=[CH:6][C:5]([S:8]([CH:11]2[CH2:16][CH2:15][NH:14][CH2:13][CH2:12]2)(=[O:10])=[O:9])=[CH:4][CH:3]=1.Cl[C:18]1[C:27]2[C:22](=[CH:23][CH:24]=[CH:25][CH:26]=2)[CH:21]=[CH:20][N:19]=1.CCN(C(C)C)C(C)C. (5) Given the product [F:1][C:2]1[CH:21]=[CH:20][C:5]([O:6][C:7]2[C:8]([C:17]([NH:24][C:25]3[CH:30]=[CH:29][CH:28]=[C:27]([S:31](=[O:33])(=[O:32])[NH2:34])[CH:26]=3)=[O:19])=[N:9][C:10]3[C:15]([N:16]=2)=[CH:14][CH:13]=[CH:12][CH:11]=3)=[C:4]([O:22][CH3:23])[CH:3]=1, predict the reactants needed to synthesize it. The reactants are: [F:1][C:2]1[CH:21]=[CH:20][C:5]([O:6][C:7]2[C:8]([C:17]([OH:19])=O)=[N:9][C:10]3[C:15]([N:16]=2)=[CH:14][CH:13]=[CH:12][CH:11]=3)=[C:4]([O:22][CH3:23])[CH:3]=1.[NH2:24][C:25]1[CH:26]=[C:27]([S:31]([NH2:34])(=[O:33])=[O:32])[CH:28]=[CH:29][CH:30]=1.CN(C(ON1N=NC2C=CC=NC1=2)=[N+](C)C)C.F[P-](F)(F)(F)(F)F.CN1CCOCC1. (6) The reactants are: Cl.[NH2:2][CH2:3][C:4]1[CH:13]=[CH:12][CH:11]=[C:10]2[C:5]=1[C:6](=[O:23])[N:7]([CH:15]1[CH2:20][CH2:19][C:18](=[O:21])[NH:17][C:16]1=[O:22])[C:8]([CH3:14])=[N:9]2.[C:24]1([CH2:30][C:31](Cl)=[O:32])[CH:29]=[CH:28][CH:27]=[CH:26][CH:25]=1.C(N(CC)C(C)C)(C)C. Given the product [O:22]=[C:16]1[CH:15]([N:7]2[C:6](=[O:23])[C:5]3[C:10](=[CH:11][CH:12]=[CH:13][C:4]=3[CH2:3][NH:2][C:31](=[O:32])[CH2:30][C:24]3[CH:29]=[CH:28][CH:27]=[CH:26][CH:25]=3)[N:9]=[C:8]2[CH3:14])[CH2:20][CH2:19][C:18](=[O:21])[NH:17]1, predict the reactants needed to synthesize it. (7) Given the product [Br:1][C:2]1[CH:3]=[CH:4][C:5]([CH3:8])=[N+:6]([O-:12])[CH:7]=1, predict the reactants needed to synthesize it. The reactants are: [Br:1][C:2]1[CH:3]=[CH:4][C:5]([CH3:8])=[N:6][CH:7]=1.OO.C([O-])([O-])=[O:12].[K+].[K+]. (8) Given the product [F:21][C:20]([F:23])([F:22])[C:18]([OH:24])=[O:19].[NH2:8][CH2:9][C:10]([NH:13][CH2:14][CH:15]1[CH2:17][CH2:16]1)=[O:11], predict the reactants needed to synthesize it. The reactants are: C(OC([NH:8][CH2:9][C:10](O)=[O:11])=O)(C)(C)C.[NH2:13][CH2:14][CH:15]1[CH2:17][CH2:16]1.[C:18]([OH:24])([C:20]([F:23])([F:22])[F:21])=[O:19].